The task is: Regression. Given a peptide amino acid sequence and an MHC pseudo amino acid sequence, predict their binding affinity value. This is MHC class I binding data.. This data is from Peptide-MHC class I binding affinity with 185,985 pairs from IEDB/IMGT. (1) The peptide sequence is IKRQGSTPL. The MHC is HLA-B07:02 with pseudo-sequence HLA-B07:02. The binding affinity (normalized) is 0.441. (2) The peptide sequence is WMMAMRYPI. The MHC is HLA-A02:01 with pseudo-sequence HLA-A02:01. The binding affinity (normalized) is 1.00. (3) The binding affinity (normalized) is 0. The peptide sequence is FIVPEFAKQY. The MHC is HLA-A33:01 with pseudo-sequence HLA-A33:01. (4) The peptide sequence is SFNCGGEFF. The MHC is HLA-A02:03 with pseudo-sequence HLA-A02:03. The binding affinity (normalized) is 0.0244. (5) The peptide sequence is FWITAIYVF. The MHC is HLA-A24:02 with pseudo-sequence HLA-A24:02. The binding affinity (normalized) is 0.376. (6) The peptide sequence is SSNKDPITVY. The MHC is Mamu-B01 with pseudo-sequence Mamu-B01. The binding affinity (normalized) is 0. (7) The peptide sequence is QLLQANPIL. The MHC is HLA-A68:02 with pseudo-sequence HLA-A68:02. The binding affinity (normalized) is 0.